Dataset: Peptide-MHC class II binding affinity with 134,281 pairs from IEDB. Task: Regression. Given a peptide amino acid sequence and an MHC pseudo amino acid sequence, predict their binding affinity value. This is MHC class II binding data. The MHC is HLA-DPA10103-DPB10301 with pseudo-sequence HLA-DPA10103-DPB10301. The peptide sequence is AFKVAATAANAAPAH. The binding affinity (normalized) is 0.760.